This data is from Reaction yield outcomes from USPTO patents with 853,638 reactions. The task is: Predict the reaction yield, written as a fraction of the theoretical maximum amount of product (1.0 means a 100% yield; for example, 0.34 means a 34% yield). (1) The catalyst is CCOC(C)=O.CO. The product is [CH3:1][CH2:2][C@@H:3]([C@@H:5]1[NH:29][C:27](=[O:28])[C@H:26]([CH2:30][C:31]2[CH:36]=[CH:35][C:34]([OH:37])=[CH:33][CH:32]=2)[NH:25][C:23](=[O:24])[C@@H:22]([NH2:38])[CH2:21][S:20][S:19][CH2:18][C@@H:17]([C:39]([N:41]2[C@H:45]([C:46]([NH:48][C@H:49]([C:54]([NH:56][CH2:57][C:58]([NH2:60])=[O:59])=[O:55])[CH2:50][CH:51]([CH3:53])[CH3:52])=[O:47])[CH2:44][CH2:43][CH2:42]2)=[O:40])[NH:16][C:14](=[O:15])[C@H:13]([CH2:61][C:62]([NH2:64])=[O:63])[NH:12][C:10](=[O:11])[C@H:9]([CH2:65][CH2:66][C:67]([NH2:69])=[O:68])[NH:8][C:6]1=[O:7])[CH3:4]. The reactants are [CH3:1][CH2:2][C@@H:3]([C@@H:5]1[NH:29][C:27](=[O:28])[C@H:26]([CH2:30][C:31]2[CH:36]=[CH:35][C:34]([OH:37])=[CH:33][CH:32]=2)[NH:25][C:23](=[O:24])[C@@H:22]([NH2:38])[CH2:21][S:20][S:19][CH2:18][C@@H:17]([C:39]([N:41]2[C@H:45]([C:46]([NH:48][C@H:49]([C:54]([NH:56][CH2:57][C:58]([NH2:60])=[O:59])=[O:55])[CH2:50][CH:51]([CH3:53])[CH3:52])=[O:47])[CH2:44][CH2:43][CH2:42]2)=[O:40])[NH:16][C:14](=[O:15])[C@H:13]([CH2:61][C:62]([NH2:64])=[O:63])[NH:12][C:10](=[O:11])[C@H:9]([CH2:65][CH2:66][C:67]([NH2:69])=[O:68])[NH:8][C:6]1=[O:7])[CH3:4].CC(O)=O.C1C=C2C=C(C(O)=O)C(O)=C(CC3C4C(=CC=CC=4)C=C(C(O)=O)C=3O)C2=CC=1.[Na+]. The yield is 0.790. (2) The product is [CH2:1]([C@H:8]1[CH2:9][N:10]([C:14]2[CH:19]=[CH:18][C:17]([O:20][CH3:21])=[C:16]([O:22][CH:23]3[CH2:26][CH2:25][CH2:24]3)[CH:15]=2)[CH2:11][CH2:12][N:13]1[C:29](=[O:28])[CH2:30][C:31]1[CH:32]=[N:33][N:34]([CH3:36])[CH:35]=1)[C:2]1[CH:3]=[CH:4][CH:5]=[CH:6][CH:7]=1. The yield is 0.0400. The reactants are [CH2:1]([C@@H:8]1[NH:13][CH2:12][CH2:11][N:10]([C:14]2[CH:19]=[CH:18][C:17]([O:20][CH3:21])=[C:16]([O:22][CH:23]3[CH2:26][CH2:25][CH2:24]3)[CH:15]=2)[CH2:9]1)[C:2]1[CH:7]=[CH:6][CH:5]=[CH:4][CH:3]=1.C[O:28][C:29](=O)[CH2:30][C:31]1[CH:32]=[N:33][N:34]([CH3:36])[CH:35]=1. No catalyst specified. (3) The reactants are [Cl:1][C:2]1[N:7]=[C:6]([N:8]2[CH2:13][CH2:12][O:11][CH2:10][C@H:9]2[CH3:14])[CH:5]=[C:4]([CH2:15][S:16][CH3:17])[N:3]=1.C1C=C(Cl)C=C(C(OO)=[O:26])C=1. The catalyst is C(Cl)Cl.C1C=C(Cl)C=C(C(OO)=O)C=1. The product is [Cl:1][C:2]1[N:7]=[C:6]([N:8]2[CH2:13][CH2:12][O:11][CH2:10][C@H:9]2[CH3:14])[CH:5]=[C:4]([CH2:15][S@@:16]([CH3:17])=[O:26])[N:3]=1. The yield is 0.290. (4) The reactants are [CH3:1][O:2][C:3](=[O:19])[CH:4]([C:10]1[CH:15]=[CH:14][C:13]([OH:16])=[C:12]([CH:17]=[O:18])[CH:11]=1)[CH2:5][C:6]([O:8][CH3:9])=[O:7].[Br:20]N1C(=O)CCC1=O. The catalyst is CN(C=O)C. The product is [CH3:1][O:2][C:3](=[O:19])[CH:4]([C:10]1[CH:11]=[C:12]([CH:17]=[O:18])[C:13]([OH:16])=[C:14]([Br:20])[CH:15]=1)[CH2:5][C:6]([O:8][CH3:9])=[O:7]. The yield is 0.990.